This data is from Full USPTO retrosynthesis dataset with 1.9M reactions from patents (1976-2016). The task is: Predict the reactants needed to synthesize the given product. (1) Given the product [OH:7][C@@H:5]1[CH2:4][C@H:3]([C:8]([O:10][CH2:11][CH3:12])=[O:9])[C:2]([CH3:1])=[CH:6]1, predict the reactants needed to synthesize it. The reactants are: [CH3:1][C:2]1[CH:3]([C:8]([O:10][CH2:11][CH3:12])=[O:9])[CH2:4][C:5](=[O:7])[CH:6]=1.O.O.O.O.O.O.O.[Cl-].[Ce+3].[Cl-].[Cl-].[BH4-].[Na+].[NH4+].[Cl-]. (2) Given the product [CH3:10][O:9][C:7](=[O:8])[CH2:6][CH2:5][C:4]1[CH:25]=[C:22]([C:23]2[CH:27]=[N:33][CH:34]=[C:19]([O:18][CH2:17][C@@H:13]3[CH2:14][CH2:15][CH2:16][N:12]3[CH3:11])[CH:24]=2)[O:2][N:1]=1, predict the reactants needed to synthesize it. The reactants are: [N+:1]([CH2:4][CH2:5][CH2:6][C:7]([O:9][CH3:10])=[O:8])([O-])=[O:2].[CH3:11][N:12]1[CH2:16][CH2:15][CH2:14][C@H:13]1[CH2:17][O:18][C:19]1[CH:24]=[CH:23][C:22]([C:25]#C)=CN=1.[C:27]1([N:33]=[C:34]=O)C=CC=CC=1.C(N(CC)CC)C. (3) Given the product [CH2:1]([C:8]([OH:26])([C:9]([F:10])([F:12])[F:11])[CH2:13][C:14]([C:17]1[CH:22]=[C:21]([F:23])[CH:20]=[CH:19][C:18]=1[OH:24])([CH3:16])[CH3:15])[C:2]1[CH:7]=[CH:6][CH:5]=[CH:4][CH:3]=1, predict the reactants needed to synthesize it. The reactants are: [CH2:1]([C:8]([OH:26])([CH2:13][C:14]([C:17]1[CH:22]=[C:21]([F:23])[CH:20]=[CH:19][C:18]=1[O:24]C)([CH3:16])[CH3:15])[C:9]([F:12])([F:11])[F:10])[C:2]1[CH:7]=[CH:6][CH:5]=[CH:4][CH:3]=1.B(Br)(Br)Br.CO. (4) Given the product [C:1]([NH:9][C:11]([NH:10][C:13]1[CH:18]=[C:17]([O:19][CH3:20])[C:16]([O:21][CH3:22])=[C:15]([O:23][CH3:24])[CH:14]=1)=[O:12])(=[O:8])[C:2]1[CH:7]=[CH:6][CH:5]=[CH:4][CH:3]=1, predict the reactants needed to synthesize it. The reactants are: [C:1]([NH2:9])(=[O:8])[C:2]1[CH:7]=[CH:6][CH:5]=[CH:4][CH:3]=1.[N:10]([C:13]1[CH:14]=[C:15]([O:23][CH3:24])[C:16]([O:21][CH3:22])=[C:17]([O:19][CH3:20])[CH:18]=1)=[C:11]=[O:12]. (5) Given the product [Cl:33][C:29]1[CH:30]=[C:31]([F:32])[C:26]([NH:1][CH2:2][C@@H:3]2[C@H:8]([CH3:9])[CH2:7][CH2:6][CH2:5][N:4]2[C:10]([C:12]2[CH:17]=[C:16]([CH3:18])[CH:15]=[CH:14][C:13]=2[C:19]2[N:20]=[CH:21][CH:22]=[CH:23][N:24]=2)=[O:11])=[N:27][CH:28]=1, predict the reactants needed to synthesize it. The reactants are: [NH2:1][CH2:2][C@@H:3]1[C@H:8]([CH3:9])[CH2:7][CH2:6][CH2:5][N:4]1[C:10]([C:12]1[CH:17]=[C:16]([CH3:18])[CH:15]=[CH:14][C:13]=1[C:19]1[N:24]=[CH:23][CH:22]=[CH:21][N:20]=1)=[O:11].Br[C:26]1[C:31]([F:32])=[CH:30][C:29]([Cl:33])=[CH:28][N:27]=1. (6) Given the product [O:46]=[S:30]1(=[O:34])[CH2:29][CH2:28][N:27]([C:26](=[O:33])[CH2:25][CH:22]2[S:21][C:20]([C:17]3[NH:18][C:19]4[C:15]([CH:16]=3)=[CH:14][CH:13]=[CH:12][C:11]=4[N:2]([CH3:1])[S:3]([C:6]3[S:7][CH:8]=[CH:9][CH:10]=3)(=[O:5])=[O:4])=[N:24][CH2:23]2)[CH2:32][CH2:31]1, predict the reactants needed to synthesize it. The reactants are: [CH3:1][N:2]([C:11]1[CH:12]=[CH:13][CH:14]=[C:15]2[C:19]=1[NH:18][C:17]([C:20]1[S:21][CH:22]([CH2:25][C:26](=[O:33])[N:27]3[CH2:32][CH2:31][S:30][CH2:29][CH2:28]3)[CH2:23][N:24]=1)=[CH:16]2)[S:3]([C:6]1[S:7][CH:8]=[CH:9][CH:10]=1)(=[O:5])=[O:4].[OH:34]OS([O-])=O.[K+].S([O-])([O-])=O.[Na+].[Na+].[OH2:46]. (7) Given the product [Br:36][C:16]1[C:17]2[N:9]([C:3]3[C:4]([F:8])=[CH:5][CH:6]=[CH:7][C:2]=3[F:1])[N:10]=[C:11]([C:20]3[CH:25]=[CH:24][C:23]([CH2:26][C:27]#[N:28])=[CH:22][CH:21]=3)[C:12]=2[C:13]([O:18][CH3:19])=[N:14][CH:15]=1, predict the reactants needed to synthesize it. The reactants are: [F:1][C:2]1[CH:7]=[CH:6][CH:5]=[C:4]([F:8])[C:3]=1[N:9]1[C:17]2[CH:16]=[CH:15][N:14]=[C:13]([O:18][CH3:19])[C:12]=2[C:11]([C:20]2[CH:25]=[CH:24][C:23]([CH2:26][C:27]#[N:28])=[CH:22][CH:21]=2)=[N:10]1.C1C(=O)N([Br:36])C(=O)C1.O.